Predict the reactants needed to synthesize the given product. From a dataset of Full USPTO retrosynthesis dataset with 1.9M reactions from patents (1976-2016). (1) The reactants are: [CH2:1]([O:3][C:4]([C:6]1([NH:16][C:17](=[O:36])[C:18]2[CH:23]=[CH:22][C:21]([O:24][CH3:25])=[C:20]([O:26][CH2:27][CH2:28][C:29]3[CH:30]=[C:31]([CH3:35])[CH:32]=[CH:33][CH:34]=3)[CH:19]=2)[CH2:14][C:13]2[C:8](=[CH:9][CH:10]=[CH:11][CH:12]=2)[C:7]1=[O:15])=[O:5])[CH3:2].[BH4-].[Na+].CO. Given the product [CH2:1]([O:3][C:4]([C:6]1([NH:16][C:17](=[O:36])[C:18]2[CH:23]=[CH:22][C:21]([O:24][CH3:25])=[C:20]([O:26][CH2:27][CH2:28][C:29]3[CH:30]=[C:31]([CH3:35])[CH:32]=[CH:33][CH:34]=3)[CH:19]=2)[CH2:14][C:13]2[C:8](=[CH:9][CH:10]=[CH:11][CH:12]=2)[CH:7]1[OH:15])=[O:5])[CH3:2], predict the reactants needed to synthesize it. (2) Given the product [I:17][C:2]1[CH:11]=[CH:10][C:9]2[C:4](=[CH:5][CH:6]=[CH:7][CH:8]=2)[N:3]=1, predict the reactants needed to synthesize it. The reactants are: Cl[C:2]1[CH:11]=[CH:10][C:9]2[C:4](=[CH:5][CH:6]=[CH:7][CH:8]=2)[N:3]=1.C[Si](Cl)(C)C.[I-:17].[Na+]. (3) Given the product [O:22]=[C:21]1[N:1]([C:2]2[CH:7]=[CH:6][C:5]([C:8]([NH:10][S:11]([C:14]3[S:15][C:16]([Cl:19])=[CH:17][CH:18]=3)(=[O:13])=[O:12])=[O:9])=[CH:4][CH:3]=2)[C:25](=[O:26])[C:24]2[C:23](=[CH:32][CH:31]=[CH:30][CH:29]=2)[NH:20]1, predict the reactants needed to synthesize it. The reactants are: [NH2:1][C:2]1[CH:7]=[CH:6][C:5]([C:8]([NH:10][S:11]([C:14]2[S:15][C:16]([Cl:19])=[CH:17][CH:18]=2)(=[O:13])=[O:12])=[O:9])=[CH:4][CH:3]=1.[N:20]([C:23]1[CH:32]=[CH:31][CH:30]=[CH:29][C:24]=1[C:25](OC)=[O:26])=[C:21]=[O:22].C1CCN2C(=NCCC2)CC1. (4) Given the product [CH2:11]([N:18]1[CH2:5][CH:3]([OH:4])[CH2:2]1)[C:12]1[CH:17]=[CH:16][CH:15]=[CH:14][CH:13]=1, predict the reactants needed to synthesize it. The reactants are: Cl[CH2:2][CH:3]1[CH2:5][O:4]1.C(=O)(O)[O-].[Na+].[CH2:11]([NH2:18])[C:12]1[CH:17]=[CH:16][CH:15]=[CH:14][CH:13]=1.O. (5) Given the product [C:35]([CH2:34][C:7]1[N:8]([C:23]2[CH:24]=[CH:25][C:26]([N:29]([CH2:30][CH3:31])[CH2:32][CH3:33])=[CH:27][CH:28]=2)[C:9]2[C:14]([C:6]=1[C:4]([OH:5])=[O:3])=[CH:13][C:12]([O:15][C:16]1[CH:21]=[CH:20][CH:19]=[C:18]([Cl:22])[CH:17]=1)=[CH:11][CH:10]=2)([OH:37])=[O:36], predict the reactants needed to synthesize it. The reactants are: C([O:3][C:4]([C:6]1[C:14]2[C:9](=[CH:10][CH:11]=[C:12]([O:15][C:16]3[CH:21]=[CH:20][CH:19]=[C:18]([Cl:22])[CH:17]=3)[CH:13]=2)[N:8]([C:23]2[CH:28]=[CH:27][C:26]([N:29]([CH2:32][CH3:33])[CH2:30][CH3:31])=[CH:25][CH:24]=2)[C:7]=1[CH2:34][C:35]([O:37]CC)=[O:36])=[O:5])C.[OH-].[Na+].Cl. (6) Given the product [Cl:21][C:16]1[N:15]=[C:14]([N:9]2[C@@H:8]([C@H:6]([OH:5])[CH3:7])[CH2:12][O:11][C:10]2=[O:13])[CH:19]=[C:18]([Cl:20])[N:17]=1, predict the reactants needed to synthesize it. The reactants are: C([O:5][C@@H:6]([C@H:8]1[CH2:12][O:11][C:10](=[O:13])[N:9]1[C:14]1[CH:19]=[C:18]([Cl:20])[N:17]=[C:16]([Cl:21])[N:15]=1)[CH3:7])(C)(C)C.C(O)(C(F)(F)F)=O. (7) Given the product [Cl:12][C:10]1[CH:11]=[C:2]([NH:1][CH:18]2[CH2:19][CH2:20][O:15][CH2:16][CH2:17]2)[C:3]([CH2:13][CH3:14])=[C:4]([CH:9]=1)[C:5]([O:7][CH3:8])=[O:6], predict the reactants needed to synthesize it. The reactants are: [NH2:1][C:2]1[C:3]([CH2:13][CH3:14])=[C:4]([CH:9]=[C:10]([Cl:12])[CH:11]=1)[C:5]([O:7][CH3:8])=[O:6].[O:15]1[CH2:20][CH2:19][C:18](=O)[CH2:17][CH2:16]1.C(O)(=O)C.C(O[BH-](OC(=O)C)OC(=O)C)(=O)C.[Na+].C([O-])(O)=O.[Na+]. (8) Given the product [Cl:21][C:14]1[C:15]2[CH2:16][CH2:17][N:8]([C:3]3[C:2]([Cl:1])=[CH:7][CH:6]=[CH:5][N:4]=3)[CH2:9][C:10]=2[N:11]=[CH:12][N:13]=1, predict the reactants needed to synthesize it. The reactants are: [Cl:1][C:2]1[C:3]([N:8]2[CH2:17][CH2:16][C:15]3[C:14](=O)[NH:13][CH:12]=[N:11][C:10]=3[CH2:9]2)=[N:4][CH:5]=[CH:6][CH:7]=1.O=P(Cl)(Cl)[Cl:21].CN(C)C1C=CC=CC=1.C([O-])(O)=O.[Na+]. (9) The reactants are: [O:1]1[C:5]2[CH:6]=[CH:7][C:8](B(O)O)=[CH:9][C:4]=2[CH2:3][CH2:2]1.Br[C:14]1[CH:19]=[CH:18][CH:17]=[CH:16][C:15]=1[CH2:20][NH:21][S:22]([C:25]1[CH:30]=[CH:29][CH:28]=[CH:27][C:26]=1[O:31][CH3:32])(=[O:24])=[O:23].C([O-])([O-])=O.[Na+].[Na+]. Given the product [O:1]1[CH2:2][CH2:3][C:4]2[CH:9]=[C:8]([C:14]3[CH:19]=[CH:18][CH:17]=[CH:16][C:15]=3[CH2:20][NH:21][S:22]([C:25]3[CH:30]=[CH:29][CH:28]=[CH:27][C:26]=3[O:31][CH3:32])(=[O:24])=[O:23])[CH:7]=[CH:6][C:5]1=2, predict the reactants needed to synthesize it.